Dataset: Full USPTO retrosynthesis dataset with 1.9M reactions from patents (1976-2016). Task: Predict the reactants needed to synthesize the given product. (1) The reactants are: [Br:1][C:2]1[C:3]([CH:16]([F:18])[F:17])=[CH:4][C:5]([N+:13]([O-:15])=[O:14])=[C:6]([N:8]([CH3:12])[CH2:9][CH2:10]O)[CH:7]=1.N1C=CC=CC=1.S(Cl)([Cl:27])=O. Given the product [Br:1][C:2]1[C:3]([CH:16]([F:18])[F:17])=[CH:4][C:5]([N+:13]([O-:15])=[O:14])=[C:6]([CH:7]=1)[N:8]([CH2:9][CH2:10][Cl:27])[CH3:12], predict the reactants needed to synthesize it. (2) Given the product [ClH:1].[CH3:2][C:3]1[N:40]=[C:6]2[N:7]=[C:8]([C:17]3[CH:22]=[CH:21][C:20]([CH2:23][N:24]4[CH2:29][CH2:28][CH:27]([C:30]5[N:34]=[C:33]([C:35]6[S:36][CH:37]=[CH:38][N:39]=6)[NH:32][N:31]=5)[CH2:26][CH2:25]4)=[CH:19][CH:18]=3)[C:9]([C:11]3[CH:12]=[CH:13][CH:14]=[CH:15][CH:16]=3)=[CH:10][N:5]2[N:4]=1, predict the reactants needed to synthesize it. The reactants are: [ClH:1].[CH3:2][C:3]1[N:40]=[C:6]2[N:7]=[C:8]([C:17]3[CH:22]=[CH:21][C:20]([CH2:23][N:24]4[CH2:29][CH2:28][CH:27]([C:30]5[N:34]=[C:33]([C:35]6[S:36][CH:37]=[CH:38][N:39]=6)[NH:32][N:31]=5)[CH2:26][CH2:25]4)=[CH:19][CH:18]=3)[C:9]([C:11]3[CH:16]=[CH:15][CH:14]=[CH:13][CH:12]=3)=[CH:10][N:5]2[N:4]=1. (3) Given the product [CH3:29][O:30][C:31](=[O:45])[C:32]1[CH:37]=[CH:36][C:35]([NH:38][CH:39]([CH2:40][CH3:41])[CH2:42][CH3:43])=[C:34]([NH:44][C:7](=[O:9])[CH2:6][C:5]2[O:1][N:2]=[CH:3][CH:4]=2)[CH:33]=1, predict the reactants needed to synthesize it. The reactants are: [O:1]1[C:5]([CH2:6][C:7]([OH:9])=O)=[CH:4][CH:3]=[N:2]1.C1C=NC2N(O)N=NC=2C=1.CCN(C(C)C)C(C)C.[CH3:29][O:30][C:31](=[O:45])[C:32]1[CH:37]=[CH:36][C:35]([NH:38][CH:39]([CH2:42][CH3:43])[CH2:40][CH3:41])=[C:34]([NH2:44])[CH:33]=1. (4) Given the product [C:1]([O:4][C@@H:5]([C:9]1[CH:14]=[CH:13][CH:12]=[CH:11][CH:10]=1)[C:6]([O:8][C@H:23]([C:25]1[CH:30]=[CH:29][C:28]([O:31][CH:32]([F:33])[F:34])=[C:27]([O:35][CH2:36][CH:37]2[CH2:38][CH2:39]2)[CH:26]=1)[CH2:22][C:21]1[C:20]([Cl:40])=[CH:19][N+:18]([O-:41])=[CH:17][C:16]=1[Cl:15])=[O:7])(=[O:3])[CH3:2], predict the reactants needed to synthesize it. The reactants are: [C:1]([O:4][C@@H:5]([C:9]1[CH:14]=[CH:13][CH:12]=[CH:11][CH:10]=1)[C:6]([OH:8])=[O:7])(=[O:3])[CH3:2].[Cl:15][C:16]1[CH:17]=[N+:18]([O-:41])[CH:19]=[C:20]([Cl:40])[C:21]=1[CH2:22][C@@H:23]([C:25]1[CH:30]=[CH:29][C:28]([O:31][CH:32]([F:34])[F:33])=[C:27]([O:35][CH2:36][CH:37]2[CH2:39][CH2:38]2)[CH:26]=1)O.C(Cl)CCl. (5) Given the product [NH2:25][C:26]1[C:27]([C:33]([NH:1][C:2]2[CH:3]=[N:4][CH:5]=[CH:6][C:7]=2[C@@H:8]2[CH2:13][C@H:12]([CH3:14])[C@:11]([OH:15])([CH3:16])[C@H:10]([O:17][Si:18]([C:21]([CH3:23])([CH3:22])[CH3:24])([CH3:19])[CH3:20])[CH2:9]2)=[O:34])=[N:28][C:29]([Br:32])=[CH:30][CH:31]=1, predict the reactants needed to synthesize it. The reactants are: [NH2:1][C:2]1[CH:3]=[N:4][CH:5]=[CH:6][C:7]=1[C@@H:8]1[CH2:13][C@H:12]([CH3:14])[C@@:11]([CH3:16])([OH:15])[C@H:10]([O:17][Si:18]([C:21]([CH3:24])([CH3:23])[CH3:22])([CH3:20])[CH3:19])[CH2:9]1.[NH2:25][C:26]1[C:27]([C:33](O)=[O:34])=[N:28][C:29]([Br:32])=[CH:30][CH:31]=1.